Dataset: Reaction yield outcomes from USPTO patents with 853,638 reactions. Task: Predict the reaction yield, written as a fraction of the theoretical maximum amount of product (1.0 means a 100% yield; for example, 0.34 means a 34% yield). No catalyst specified. The reactants are [N:1]1([S:7]([O:10][C:11]2[CH:16]=[CH:15][CH:14]=[C:13]([C:17]3([C:25]4[CH:30]=[CH:29][CH:28]=[C:27]([Br:31])[CH:26]=4)[C:21](=[O:22])[N:20]([CH3:23])[C:19](=S)[NH:18]3)[CH:12]=2)(=[O:9])=[O:8])[CH2:6][CH2:5][O:4][CH2:3][CH2:2]1.[NH3:32].C(OO)(C)(C)C. The yield is 0.850. The product is [N:1]1([S:7]([O:10][C:11]2[CH:16]=[CH:15][CH:14]=[C:13]([C:17]3([C:25]4[CH:30]=[CH:29][CH:28]=[C:27]([Br:31])[CH:26]=4)[C:21](=[O:22])[N:20]([CH3:23])[C:19]([NH2:32])=[N:18]3)[CH:12]=2)(=[O:9])=[O:8])[CH2:6][CH2:5][O:4][CH2:3][CH2:2]1.